This data is from Reaction yield outcomes from USPTO patents with 853,638 reactions. The task is: Predict the reaction yield, written as a fraction of the theoretical maximum amount of product (1.0 means a 100% yield; for example, 0.34 means a 34% yield). (1) The yield is 0.200. The product is [CH:25]1([N:18]2[C:19]3[C:24](=[CH:23][CH:22]=[CH:21][CH:20]=3)[N:15]([C:13]([C:10]3([CH2:9][O:8][C:6]4[CH:5]=[CH:4][CH:3]=[C:44]5[C:45]=4[CH:46]=[CH:47][N:48]=[CH:43]5)[CH2:12][CH2:11]3)=[O:14])[CH2:16][CH2:17]2)[CH2:27][CH2:26]1. The reactants are ClC1C=[C:6]([O:8][CH2:9][C:10]2([C:13]([N:15]3[C:24]4[C:19](=[CH:20][CH:21]=[CH:22][CH:23]=4)[N:18]([CH:25]4[CH2:27][CH2:26]4)[CH2:17][CH2:16]3)=[O:14])[CH2:12][CH2:11]2)[C:5](Cl)=[CH:4][C:3]=1CCC(O)=O.CN(C(ON1N=N[C:44]2[CH:45]=[CH:46][CH:47]=[N:48][C:43]1=2)=[N+](C)C)C.F[P-](F)(F)(F)(F)F.CCN(C(C)C)C(C)C.CNC[C@H](O)[C@@H](O)[C@H](O)[C@H](O)CO. The catalyst is CN(C)C=O.[Cl-].[Na+].O. (2) The reactants are CS(O[CH2:6][CH2:7][N:8]1[CH:12]=[C:11]([C:13]2[CH:18]=[C:17]([C:19]([O:21]C)=[O:20])[CH:16]=[CH:15][N:14]=2)[N:10]=[CH:9]1)(=O)=O.[F:23][C:24]1[CH:33]=[CH:32][C:27]([CH2:28][NH:29][CH2:30][CH3:31])=[CH:26][CH:25]=1. No catalyst specified. The product is [CH2:30]([N:29]([CH2:28][C:27]1[CH:26]=[CH:25][C:24]([F:23])=[CH:33][CH:32]=1)[CH2:6][CH2:7][N:8]1[CH:12]=[C:11]([C:13]2[CH:18]=[C:17]([C:19]([OH:21])=[O:20])[CH:16]=[CH:15][N:14]=2)[N:10]=[CH:9]1)[CH3:31]. The yield is 0.140. (3) The reactants are [N:1]#[C:2]Br.[F:4][C:5]([F:40])([F:39])[C:6]1[CH:7]=[C:8]([CH:32]=[C:33]([C:35]([F:38])([F:37])[F:36])[CH:34]=1)[CH2:9][NH:10][C@@H:11]1[C:20]2[C:15](=[CH:16][CH:17]=[C:18]([C:21]([F:24])([F:23])[F:22])[CH:19]=2)[N:14]([C:25]([O:27][CH2:28][CH3:29])=[O:26])[C@H:13]([CH2:30][CH3:31])[CH2:12]1.C(=O)([O-])[O-].[Na+].[Na+]. The catalyst is CCO. The product is [F:36][C:35]([F:37])([F:38])[C:33]1[CH:32]=[C:8]([CH:7]=[C:6]([C:5]([F:4])([F:39])[F:40])[CH:34]=1)[CH2:9][N:10]([C@@H:11]1[C:20]2[C:15](=[CH:16][CH:17]=[C:18]([C:21]([F:24])([F:23])[F:22])[CH:19]=2)[N:14]([C:25]([O:27][CH2:28][CH3:29])=[O:26])[C@H:13]([CH2:30][CH3:31])[CH2:12]1)[C:2]#[N:1]. The yield is 0.820. (4) The reactants are Cl[CH2:2][C:3]1[O:4][C:5]2[CH:11]=[CH:10][C:9]([C:12]3[C:20]4[C:15](=[CH:16][C:17]([F:21])=[CH:18][CH:19]=4)[N:14]([S:22]([C:25]4[CH:30]=[CH:29][CH:28]=[CH:27][CH:26]=4)(=[O:24])=[O:23])[CH:13]=3)=[CH:8][C:6]=2[N:7]=1.[C:31]([O:35][C:36]([NH:38][C:39]([O:41][C:42]([CH3:45])([CH3:44])[CH3:43])=[O:40])=[O:37])([CH3:34])([CH3:33])[CH3:32].C([O-])([O-])=O.[K+].[K+]. The catalyst is CN(C=O)C.CCOC(C)=O. The product is [C:25]1([S:22]([N:14]2[C:15]3[C:20](=[CH:19][CH:18]=[C:17]([F:21])[CH:16]=3)[C:12]([C:9]3[CH:10]=[CH:11][C:5]4[O:4][C:3]([CH2:2][N:38]([C:36]([O:35][C:31]([CH3:34])([CH3:33])[CH3:32])=[O:37])[C:39](=[O:40])[O:41][C:42]([CH3:44])([CH3:45])[CH3:43])=[N:7][C:6]=4[CH:8]=3)=[CH:13]2)(=[O:24])=[O:23])[CH:30]=[CH:29][CH:28]=[CH:27][CH:26]=1. The yield is 0.810. (5) The reactants are [OH:1][C:2]1[CH:3]=[C:4]([C@@H:8]([NH:10][C:11](=[O:17])[O:12][C:13]([CH3:16])([CH3:15])[CH3:14])[CH3:9])[CH:5]=[CH:6][CH:7]=1.[CH:18]1(O)[CH2:23][CH2:22][CH2:21][CH2:20][CH2:19]1.C1C=CC(P(C2C=CC=CC=2)C2C=CC=CC=2)=CC=1.CCOC(/N=N/C(OCC)=O)=O. The catalyst is C1COCC1. The product is [CH:18]1([O:1][C:2]2[CH:3]=[C:4]([C@@H:8]([NH:10][C:11](=[O:17])[O:12][C:13]([CH3:16])([CH3:15])[CH3:14])[CH3:9])[CH:5]=[CH:6][CH:7]=2)[CH2:23][CH2:22][CH2:21][CH2:20][CH2:19]1. The yield is 0.550. (6) The reactants are CCN(C(C)C)C(C)C.[CH2:10]([O:17][N:18]1[C:24](=[O:25])[N:23]2[CH2:26][C@H:19]1[CH2:20][CH2:21][C@H:22]2[C:27]([OH:29])=O)[C:11]1[CH:16]=[CH:15][CH:14]=[CH:13][CH:12]=1.[NH:30]([C:32]([N:34]1[CH2:39][CH2:38][N:37]([C:40]([O:42][C:43]([CH3:46])([CH3:45])[CH3:44])=[O:41])[CH2:36][CH2:35]1)=[O:33])[NH2:31].CN(C(ON1N=NC2C=CC=NC1=2)=[N+](C)C)C.F[P-](F)(F)(F)(F)F. The catalyst is CN(C=O)C.O. The product is [CH2:10]([O:17][N:18]1[C:24](=[O:25])[N:23]2[CH2:26][C@H:19]1[CH2:20][CH2:21][C@H:22]2[C:27]([NH:31][NH:30][C:32]([N:34]1[CH2:35][CH2:36][N:37]([C:40]([O:42][C:43]([CH3:46])([CH3:45])[CH3:44])=[O:41])[CH2:38][CH2:39]1)=[O:33])=[O:29])[C:11]1[CH:12]=[CH:13][CH:14]=[CH:15][CH:16]=1. The yield is 0.540.